Dataset: Full USPTO retrosynthesis dataset with 1.9M reactions from patents (1976-2016). Task: Predict the reactants needed to synthesize the given product. (1) Given the product [NH2:41][C:42]1[C:43]([C:50]([N:52]=[C:53]([NH2:56])[NH:1][CH2:2][CH2:3][CH2:4][CH2:5][C:6]2[CH:7]=[CH:8][C:9]([CH2:12][CH2:13][CH2:14][CH:15]([NH:17][CH2:18][C@@H:19]([C:21]3[CH:22]=[CH:23][C:24]([OH:30])=[C:25]([NH:27][CH:28]=[O:29])[CH:26]=3)[OH:20])[CH3:16])=[CH:10][CH:11]=2)=[O:51])=[N:44][C:45]([Cl:49])=[C:46]([NH2:48])[N:47]=1, predict the reactants needed to synthesize it. The reactants are: [NH2:1][CH2:2][CH2:3][CH2:4][CH2:5][C:6]1[CH:11]=[CH:10][C:9]([CH2:12][CH2:13][CH2:14][CH:15]([NH:17][CH2:18][C@@H:19]([C:21]2[CH:22]=[CH:23][C:24]([OH:30])=[C:25]([NH:27][CH:28]=[O:29])[CH:26]=2)[OH:20])[CH3:16])=[CH:8][CH:7]=1.CCN(C(C)C)C(C)C.I.[NH2:41][C:42]1[C:43]([C:50]([NH:52][C:53](=[NH:56])SC)=[O:51])=[N:44][C:45]([Cl:49])=[C:46]([NH2:48])[N:47]=1. (2) Given the product [CH2:31]([O:26][C:5]1[CH:6]=[C:7]([C:10]2[O:11][CH:12]=[C:13]([CH2:15][CH2:16][C:17]([C:19]3[C:24]([CH3:25])=[CH:23][CH:22]=[CH:21][N:20]=3)=[O:18])[N:14]=2)[CH:8]=[CH:9][C:4]=1[O:3][CH:2]([F:1])[F:27])[CH:30]=[CH2:29], predict the reactants needed to synthesize it. The reactants are: [F:1][CH:2]([F:27])[O:3][C:4]1[CH:9]=[CH:8][C:7]([C:10]2[O:11][CH:12]=[C:13]([CH2:15][CH2:16][C:17]([C:19]3[C:24]([CH3:25])=[CH:23][CH:22]=[CH:21][N:20]=3)=[O:18])[N:14]=2)=[CH:6][C:5]=1[OH:26].N12CCCN=C1CC[CH2:31][CH2:30][CH2:29]2.C(Br)C=C.O. (3) Given the product [Br:1][C:2]1[CH:3]=[C:4]2[C:9](=[CH:10][CH:11]=1)[N:8]=[N:7][CH:6]=[C:5]2[N:25]1[CH2:26][CH2:27][CH:22]([NH:21][C:15]2[CH:20]=[CH:19][CH:18]=[CH:17][CH:16]=2)[CH2:23][CH2:24]1, predict the reactants needed to synthesize it. The reactants are: [Br:1][C:2]1[CH:3]=[C:4]2[C:9](=[CH:10][CH:11]=1)[N:8]=[N:7][CH:6]=[C:5]2Cl.Cl.Cl.[C:15]1([NH:21][CH:22]2[CH2:27][CH2:26][NH:25][CH2:24][CH2:23]2)[CH:20]=[CH:19][CH:18]=[CH:17][CH:16]=1.CCN(C(C)C)C(C)C. (4) The reactants are: Cl[C:2]1[N:7]2[N:8]=[C:9](C)[CH:10]=[C:6]2[N:5]=[C:4]([NH:12][C:13](=[O:24])[C:14]2[CH:19]=[CH:18][C:17]([C:20]([OH:23])([CH3:22])[CH3:21])=[CH:16][CH:15]=2)[CH:3]=1.[NH:25]1[CH2:30][CH2:29][CH:28]([C:31]([O:33][CH3:34])=[O:32])[CH2:27][CH2:26]1. Given the product [OH:23][C:20]([C:17]1[CH:16]=[CH:15][C:14]([C:13]([NH:12][C:4]2[CH:3]=[C:2]([N:25]3[CH2:30][CH2:29][CH:28]([C:31]([O:33][CH3:34])=[O:32])[CH2:27][CH2:26]3)[N:7]3[N:8]=[CH:9][CH:10]=[C:6]3[N:5]=2)=[O:24])=[CH:19][CH:18]=1)([CH3:22])[CH3:21], predict the reactants needed to synthesize it. (5) Given the product [CH3:1][O:2][C:3]1[CH:4]=[C:5]2[C:10](=[CH:11][C:12]=1[O:13][CH2:37][CH2:38][CH2:39][OH:40])[N:9]=[CH:8][CH:7]=[C:6]2[O:14][C:15]1[C:16]([C:23]2[CH:28]=[CH:27][C:26]([CH3:29])=[CH:25][N:24]=2)=[N:17][C:18]([CH3:22])=[C:19]([CH3:21])[CH:20]=1, predict the reactants needed to synthesize it. The reactants are: [CH3:1][O:2][C:3]1[CH:4]=[C:5]2[C:10](=[CH:11][C:12]=1[OH:13])[N:9]=[CH:8][CH:7]=[C:6]2[O:14][C:15]1[C:16]([C:23]2[CH:28]=[CH:27][C:26]([CH3:29])=[CH:25][N:24]=2)=[N:17][C:18]([CH3:22])=[C:19]([CH3:21])[CH:20]=1.C(=O)([O-])[O-].[K+].[K+].Br[CH2:37][CH2:38][CH2:39][OH:40].